Dataset: Catalyst prediction with 721,799 reactions and 888 catalyst types from USPTO. Task: Predict which catalyst facilitates the given reaction. (1) Reactant: [N+:1]([C:4]1[CH:9]=[CH:8][C:7]([C:10]2[S:11][CH:12]=[CH:13][CH:14]=2)=[CH:6][C:5]=1[NH:15][C:16](=[O:32])[NH:17][CH2:18][CH:19]1[CH2:24][CH2:23][N:22](C(OC(C)(C)C)=O)[CH2:21][CH2:20]1)([O-:3])=[O:2].C(O)(C(F)(F)F)=O. Product: [N+:1]([C:4]1[CH:9]=[CH:8][C:7]([C:10]2[S:11][CH:12]=[CH:13][CH:14]=2)=[CH:6][C:5]=1[NH:15][C:16]([NH:17][CH2:18][CH:19]1[CH2:24][CH2:23][NH:22][CH2:21][CH2:20]1)=[O:32])([O-:3])=[O:2]. The catalyst class is: 4. (2) Reactant: C(N(C(C)C)CC)(C)C.[Br:10][C:11]1[CH:12]=[C:13]([CH:17]=[CH:18][C:19]=1[C:20]([O:22][CH3:23])=[O:21])[C:14]([OH:16])=O.F[P-](F)(F)(F)(F)F.N1(OC(N(C)C)=[N+](C)C)C2C=CC=CC=2N=N1.Cl.[NH:49]1[C:57]2[CH:56]=[CH:55][CH:54]=[C:53]([CH2:58][NH2:59])[C:52]=2[CH:51]=[CH:50]1.ON1C2C=CC=CC=2N=N1. Product: [CH3:23][O:22][C:20](=[O:21])[C:19]1[CH:18]=[CH:17][C:13]([C:14]([NH:59][CH2:58][C:53]2[CH:54]=[CH:55][CH:56]=[C:57]3[C:52]=2[CH:51]=[CH:50][NH:49]3)=[O:16])=[CH:12][C:11]=1[Br:10]. The catalyst class is: 9.